Dataset: Catalyst prediction with 721,799 reactions and 888 catalyst types from USPTO. Task: Predict which catalyst facilitates the given reaction. (1) Reactant: [C:1]([N:8]1[CH2:12][CH2:11][C@H:10]([O:13][C:14]2[CH:15]=[N:16][C:17]([Cl:21])=[C:18]([Br:20])[CH:19]=2)[CH2:9]1)(OC(C)(C)C)=O.C=O. Product: [ClH:21].[CH3:1][N:8]1[CH2:12][CH2:11][C@H:10]([O:13][C:14]2[CH:15]=[N:16][C:17]([Cl:21])=[C:18]([Br:20])[CH:19]=2)[CH2:9]1. The catalyst class is: 106. (2) Reactant: Cl[C:2]1[N:11]=[CH:10][C:9]2[N:8]3[CH:12]=[N:13][C:14]([C:15]#[N:16])=[C:7]3[C@@H:6]([CH2:17][CH3:18])[N:5]([CH:19]([CH3:21])[CH3:20])[C:4]=2[N:3]=1.[NH2:22][C:23]1[CH:31]=[CH:30][C:26]([C:27]([OH:29])=[O:28])=[CH:25][C:24]=1[O:32][CH3:33].C1(C)C=CC(S(O)(=O)=O)=CC=1. Product: [C:15]([C:14]1[N:13]=[CH:12][N:8]2[C:7]=1[C@@H:6]([CH2:17][CH3:18])[N:5]([CH:19]([CH3:21])[CH3:20])[C:4]1[N:3]=[C:2]([NH:22][C:23]3[CH:31]=[CH:30][C:26]([C:27]([OH:29])=[O:28])=[CH:25][C:24]=3[O:32][CH3:33])[N:11]=[CH:10][C:9]2=1)#[N:16]. The catalyst class is: 155. (3) Reactant: [CH2:1]([O:8][C:9]1[CH:18]=[CH:17][C:12]([C:13](OC)=[O:14])=[C:11](F)[CH:10]=1)[C:2]1[CH:7]=[CH:6][CH:5]=[CH:4][CH:3]=1.O.[NH2:21][NH2:22]. Product: [CH2:1]([O:8][C:9]1[CH:10]=[C:11]2[C:12]([C:13](=[O:14])[NH:21][NH:22]2)=[CH:17][CH:18]=1)[C:2]1[CH:7]=[CH:6][CH:5]=[CH:4][CH:3]=1. The catalyst class is: 51. (4) Reactant: [CH3:1][C:2]1[CH:3]=[CH:4][C:5]([C:12]2[CH:17]=[CH:16][CH:15]=[CH:14][N:13]=2)=[C:6]([CH:11]=1)[C:7]([O:9]C)=[O:8].[OH-].[Na+]. Product: [CH3:1][C:2]1[CH:3]=[CH:4][C:5]([C:12]2[CH:17]=[CH:16][CH:15]=[CH:14][N:13]=2)=[C:6]([CH:11]=1)[C:7]([OH:9])=[O:8]. The catalyst class is: 92. (5) Reactant: [S:1]1[C:5]2[CH:6]=[CH:7][CH:8]=[CH:9][C:4]=2[NH:3][CH2:2]1.NC1C=CC=CC=1S.C=O.C(N(C(C)C)CC)(C)C.[Cl:29][C:30]1[CH:31]=[C:32]([CH:36]=[C:37]([O:41][C:42]([F:45])([F:44])[F:43])[C:38]=1[O:39][CH3:40])[C:33](Cl)=[O:34]. Product: [Cl:29][C:30]1[CH:31]=[C:32]([CH:36]=[C:37]([O:41][C:42]([F:43])([F:44])[F:45])[C:38]=1[O:39][CH3:40])[C:33]([N:3]1[C:4]2[CH:9]=[CH:8][CH:7]=[CH:6][C:5]=2[S:1][CH2:2]1)=[O:34]. The catalyst class is: 4. (6) Reactant: [I:1][C:2]1[C:10]2[C:5](=[N:6][CH:7]=[N:8][C:9]=2[NH2:11])[NH:4][N:3]=1.CS(O[C@H:17]1[CH2:22][CH2:21][CH2:20][N:19]([C:23]([O:25][C:26]([CH3:29])([CH3:28])[CH3:27])=[O:24])[CH2:18]1)(=O)=O.C(=O)([O-])[O-].[K+].[K+].O. Product: [NH2:11][C:9]1[N:8]=[CH:7][N:6]=[C:5]2[N:4]([C@@H:21]3[CH2:22][CH2:17][CH2:18][N:19]([C:23]([O:25][C:26]([CH3:29])([CH3:28])[CH3:27])=[O:24])[CH2:20]3)[N:3]=[C:2]([I:1])[C:10]=12. The catalyst class is: 44. (7) Reactant: [CH3:1][C@@H:2]1[N:7]([C:8]2[C:9]3[CH2:24][CH2:23][N:22]([C:25]4[CH:30]=[CH:29][N:28]=[CH:27][N:26]=4)[CH2:21][C:10]=3[N:11]=[C:12]([C:14]3[CH:20]=[CH:19][C:17]([NH2:18])=[CH:16][CH:15]=3)[N:13]=2)[CH2:6][CH2:5][O:4][CH2:3]1.O1CCOCC1.C(N(CC)CC)C.[C:44](Cl)(Cl)=[O:45].[NH2:48][C:49]1[CH:53]=[CH:52][O:51][N:50]=1. Product: [O:51]1[CH:52]=[CH:53][C:49]([NH:48][C:44]([NH:18][C:17]2[CH:16]=[CH:15][C:14]([C:12]3[N:13]=[C:8]([N:7]4[CH2:6][CH2:5][O:4][CH2:3][C@@H:2]4[CH3:1])[C:9]4[CH2:24][CH2:23][N:22]([C:25]5[CH:30]=[CH:29][N:28]=[CH:27][N:26]=5)[CH2:21][C:10]=4[N:11]=3)=[CH:20][CH:19]=2)=[O:45])=[N:50]1. The catalyst class is: 11. (8) Reactant: [CH:1]1([C:4]2[CH:5]=[N:6][C:7]([NH:17][C:18]3[CH:26]=[CH:25][CH:24]=[C:23]4[C:19]=3[CH:20]=[CH:21][N:22]4[CH2:27][CH:28]3[CH2:33][CH2:32][O:31][CH2:30][CH2:29]3)=[C:8]([CH:16]=2)[C:9]([O:11]C(C)(C)C)=[O:10])[CH2:3][CH2:2]1. Product: [CH:1]1([C:4]2[CH:5]=[N:6][C:7]([NH:17][C:18]3[CH:26]=[CH:25][CH:24]=[C:23]4[C:19]=3[CH:20]=[CH:21][N:22]4[CH2:27][CH:28]3[CH2:29][CH2:30][O:31][CH2:32][CH2:33]3)=[C:8]([CH:16]=2)[C:9]([OH:11])=[O:10])[CH2:2][CH2:3]1. The catalyst class is: 281. (9) The catalyst class is: 176. Reactant: [C:1]([C:3]1[CH:8]=[CH:7][C:6]([CH:9]2[C:14]([C:15]([O:17]CC=C)=[O:16])=[C:13]([CH3:21])[N:12]([C:22]3[CH:27]=[CH:26][CH:25]=[C:24]([C:28]([F:31])([F:30])[F:29])[CH:23]=3)[C:11](=[O:32])[NH:10]2)=[C:5]([S:33]([CH2:36][CH3:37])(=[O:35])=[O:34])[CH:4]=1)#[N:2].N1CCOCC1. Product: [C:1]([C:3]1[CH:8]=[CH:7][C:6]([CH:9]2[C:14]([C:15]([OH:17])=[O:16])=[C:13]([CH3:21])[N:12]([C:22]3[CH:27]=[CH:26][CH:25]=[C:24]([C:28]([F:30])([F:31])[F:29])[CH:23]=3)[C:11](=[O:32])[NH:10]2)=[C:5]([S:33]([CH2:36][CH3:37])(=[O:34])=[O:35])[CH:4]=1)#[N:2].